Dataset: Catalyst prediction with 721,799 reactions and 888 catalyst types from USPTO. Task: Predict which catalyst facilitates the given reaction. (1) Reactant: [Cl:1][C:2]1[C:10]2[CH:9]=[C:8]([C:11](=O)[CH:12]=[C:13]([C:18]3[CH:23]=[C:22]([Cl:24])[CH:21]=[C:20]([Cl:25])[CH:19]=3)[C:14]([F:17])([F:16])[F:15])[S:7][C:6]=2[CH:5]=[CH:4][CH:3]=1.[OH-:27].[Na+].[NH2:29]O.Cl. Product: [Cl:1][C:2]1[C:10]2[CH:9]=[C:8]([C:11]3[CH2:12][C:13]([C:18]4[CH:23]=[C:22]([Cl:24])[CH:21]=[C:20]([Cl:25])[CH:19]=4)([C:14]([F:17])([F:16])[F:15])[O:27][N:29]=3)[S:7][C:6]=2[CH:5]=[CH:4][CH:3]=1. The catalyst class is: 24. (2) Product: [CH3:50][O:49][C:48](=[O:51])[NH:47][C@@H:38]1[CH:37]2[C:36](=[O:52])[CH2:35][C@H:34]([C:32]3[NH:33][C:29]([C:26]4[CH:27]=[CH:28][C:23]([C:18]5[CH:17]=[CH:16][C:15]6[C:20](=[CH:21][CH:22]=[C:13]([C:10]7[NH:9][C:8]([C@@H:5]8[CH2:4][C:3]([F:2])([F:53])[CH2:7][N:6]8[C:60](=[O:61])[C@@H:59]([NH:58][C:56]([O:55][CH3:54])=[O:57])[CH:63]([CH3:65])[CH3:64])=[N:12][CH:11]=7)[CH:14]=6)[CH:19]=5)=[CH:24][CH:25]=4)=[CH:30][N:31]=3)[CH2:46][N:44]3[C:45]2=[C:41]([CH:42]=[CH:43]3)[CH2:40][CH2:39]1. Reactant: Cl.[F:2][C:3]1([F:53])[CH2:7][NH:6][C@H:5]([C:8]2[NH:9][C:10]([C:13]3[CH:14]=[C:15]4[C:20](=[CH:21][CH:22]=3)[CH:19]=[C:18]([C:23]3[CH:28]=[CH:27][C:26]([C:29]5[NH:33][C:32]([C@@H:34]6[CH2:46][N:44]7[C:45]8[CH:37]([C@@H:38]([NH:47][C:48](=[O:51])[O:49][CH3:50])[CH2:39][CH2:40][C:41]=8[CH:42]=[CH:43]7)[C:36](=[O:52])[CH2:35]6)=[N:31][CH:30]=5)=[CH:25][CH:24]=3)[CH:17]=[CH:16]4)=[CH:11][N:12]=2)[CH2:4]1.[CH3:54][O:55][C:56]([NH:58][C@@H:59]([CH:63]([CH3:65])[CH3:64])[C:60](O)=[O:61])=[O:57].CCCP(=O)=O.CCN(C(C)C)C(C)C. The catalyst class is: 1. (3) Product: [CH2:1]([O:3][C:4]([C:6]1[C:7]([NH:16][CH:17]([CH3:19])[CH3:18])=[N:8][C:9]([Cl:12])=[N:10][CH:11]=1)=[O:5])[CH3:2]. The catalyst class is: 2. Reactant: [CH2:1]([O:3][C:4]([C:6]1[C:7](Cl)=[N:8][C:9]([Cl:12])=[N:10][CH:11]=1)=[O:5])[CH3:2].C([N:16](C(C)C)[CH:17]([CH3:19])[CH3:18])C.C(N)(C)C. (4) Reactant: C(OC([N:8]1[CH2:13][CH2:12][C:11]2[N:14]=[C:15]([NH:17][C:18]([C:20]3[C:28]4[NH:27][C:26]([NH:29][C:30]([C:32]5[N:33]=[CH:34][C:35]6[C:40]([CH:41]=5)=[CH:39][CH:38]=[CH:37][CH:36]=6)=[O:31])=[N:25][C:24]=4[CH:23]=[CH:22][CH:21]=3)=[O:19])[S:16][C:10]=2[CH2:9]1)=O)(C)(C)C.Cl. Product: [N:14]1[C:11]2[CH2:12][CH2:13][NH:8][CH2:9][C:10]=2[S:16][C:15]=1[NH:17][C:18]([C:20]1[C:28]2[NH:27][C:26]([NH:29][C:30]([C:32]3[N:33]=[CH:34][C:35]4[C:40]([CH:41]=3)=[CH:39][CH:38]=[CH:37][CH:36]=4)=[O:31])=[N:25][C:24]=2[CH:23]=[CH:22][CH:21]=1)=[O:19]. The catalyst class is: 5. (5) The catalyst class is: 57. Reactant: Br[C:2]1[CH:3]=[C:4]([CH:16]=[C:17]([N+:19]([O-:21])=[O:20])[CH:18]=1)[O:5][CH2:6][CH2:7][NH:8][C:9](=[O:15])[O:10][C:11]([CH3:14])([CH3:13])[CH3:12].[CH3:22][N:23]1[CH:27]=[CH:26][C:25](B2OC(C)(C)C(C)(C)O2)=[N:24]1.C([O-])([O-])=O.[Na+].[Na+]. Product: [CH3:22][N:23]1[CH:27]=[C:26]([C:2]2[CH:3]=[C:4]([CH:16]=[C:17]([N+:19]([O-:21])=[O:20])[CH:18]=2)[O:5][CH2:6][CH2:7][NH:8][C:9](=[O:15])[O:10][C:11]([CH3:14])([CH3:13])[CH3:12])[CH:25]=[N:24]1. (6) Reactant: [NH2:1][C:2]1[N:6]([C:7]2[CH:12]=[CH:11][CH:10]=[CH:9][CH:8]=2)[N:5]=[C:4]([CH2:13][CH3:14])[C:3]=1[C:15]([NH2:17])=[O:16].N[C:19](N)=[O:20].CC(O)=O. Product: [CH2:13]([C:4]1[C:3]2[C:15](=[O:16])[NH:17][C:19](=[O:20])[NH:1][C:2]=2[N:6]([C:7]2[CH:12]=[CH:11][CH:10]=[CH:9][CH:8]=2)[N:5]=1)[CH3:14]. The catalyst class is: 74. (7) Reactant: [NH2:1][N:2]1[CH:6]=[N:5][NH:4][N:3]1[CH3:7].[CH3:8][C:9]1[C:14]([OH:15])=[C:13]([CH:16]=O)[C:12]([CH2:18][O:19][P:20]([OH:23])([OH:22])=[O:21])=[CH:11][N:10]=1.O.O. Product: [OH:15][C:14]1[C:13]([CH:16]=[N:1][N:2]2[CH:6]=[N:5][NH:4][N:3]2[CH3:7])=[C:12]([CH2:18][O:19][P:20](=[O:21])([OH:22])[OH:23])[CH:11]=[N:10][C:9]=1[CH3:8]. The catalyst class is: 8.